Task: Predict the product of the given reaction.. Dataset: Forward reaction prediction with 1.9M reactions from USPTO patents (1976-2016) Given the reactants [CH2:1]([O:3][C:4]([C:6]1[NH:7][C:8]2[C:13]([CH:14]=1)=[CH:12][CH:11]=[C:10]([O:15]CC1C=CC=CC=1)[CH:9]=2)=[O:5])[CH3:2].C(N(CC)CC)C.[C:30](O[C:30]([O:32][C:33]([CH3:36])([CH3:35])[CH3:34])=[O:31])([O:32][C:33]([CH3:36])([CH3:35])[CH3:34])=[O:31].O, predict the reaction product. The product is: [CH3:2][CH2:1][O:3][C:4]([CH:6]1[CH2:14][C:13]2[C:8](=[CH:9][C:10]([OH:15])=[CH:11][CH:12]=2)[N:7]1[C:30]([O:32][C:33]([CH3:36])([CH3:35])[CH3:34])=[O:31])=[O:5].